This data is from Catalyst prediction with 721,799 reactions and 888 catalyst types from USPTO. The task is: Predict which catalyst facilitates the given reaction. (1) Reactant: Cl[C:2]1[N:7]=[C:6]([O:8][C:9]2[C:14]3[N:15]=[C:16]([NH:18][C:19](=[O:21])[CH3:20])[S:17][C:13]=3[CH:12]=[CH:11][CH:10]=2)[CH:5]=[C:4]([C:22]2[CH:27]=[CH:26][C:25]([C:28]([F:31])([F:30])[F:29])=[CH:24][CH:23]=2)[N:3]=1.[N:32]1([C:38]([O:40][C:41]([CH3:44])([CH3:43])[CH3:42])=[O:39])[CH2:37][CH2:36][NH:35][CH2:34][CH2:33]1. Product: [C:19]([NH:18][C:16]1[S:17][C:13]2[CH:12]=[CH:11][CH:10]=[C:9]([O:8][C:6]3[CH:5]=[C:4]([C:22]4[CH:27]=[CH:26][C:25]([C:28]([F:31])([F:30])[F:29])=[CH:24][CH:23]=4)[N:3]=[C:2]([N:35]4[CH2:34][CH2:33][N:32]([C:38]([O:40][C:41]([CH3:44])([CH3:43])[CH3:42])=[O:39])[CH2:37][CH2:36]4)[N:7]=3)[C:14]=2[N:15]=1)(=[O:21])[CH3:20]. The catalyst class is: 8. (2) Reactant: Br[C:2]1[C:3]([O:11][CH3:12])=[CH:4][C:5]([C:8](N)=[O:9])=[N:6][CH:7]=1.BrN1C(=[O:19])CCC1=O.COC1C=[CH:27][N:26]=[C:25]([C:29]#[N:30])[CH:24]=1. Product: [CH3:12][O:11][C:3]1[C:2]([N:30]2[CH:29]=[C:25]([CH3:24])[N:26]=[CH:27]2)=[CH:7][N:6]=[C:5]([C:8]([OH:19])=[O:9])[CH:4]=1. The catalyst class is: 65.